Dataset: Reaction yield outcomes from USPTO patents with 853,638 reactions. Task: Predict the reaction yield, written as a fraction of the theoretical maximum amount of product (1.0 means a 100% yield; for example, 0.34 means a 34% yield). (1) The product is [CH2:1]([N:8]1[CH2:13][CH2:12][CH:11]([CH3:14])[CH:10]([NH:23][CH3:22])[CH2:9]1)[C:2]1[CH:7]=[CH:6][CH:5]=[CH:4][CH:3]=1. The reactants are [CH2:1]([N:8]1[CH2:13][CH2:12][CH:11]([CH3:14])[C:10](=O)[CH2:9]1)[C:2]1[CH:7]=[CH:6][CH:5]=[CH:4][CH:3]=1.CO.C(O)(=O)C.[CH3:22][NH2:23]. The catalyst is O1CCCC1. The yield is 0.690. (2) The reactants are [C:1]([O:5][C:6]([C:8]1[C:9]([CH3:44])=[C:10]2[C:14](=[CH:15][CH:16]=1)[C@@H:13]([NH:17][C:18]([C:20]1[N:25]3[N:26]=[CH:27][C:28]([C:29](O)=[O:30])=[C:24]3[N:23]=[C:22]([C:32](=[O:43])[NH:33][CH2:34][C:35]3[CH:40]=[CH:39][C:38]([F:41])=[C:37]([F:42])[CH:36]=3)[CH:21]=1)=[O:19])[CH2:12][CH2:11]2)=[O:7])([CH3:4])([CH3:3])[CH3:2].[CH3:45][N:46](C=O)C.C(Cl)(=O)C(Cl)=O. The catalyst is C(Cl)Cl. The product is [C:1]([O:5][C:6]([C:8]1[C:9]([CH3:44])=[C:10]2[C:14](=[CH:15][CH:16]=1)[C@@H:13]([NH:17][C:18]([C:20]1[N:25]3[N:26]=[CH:27][C:28]([C:29](=[O:30])[NH:46][CH3:45])=[C:24]3[N:23]=[C:22]([C:32](=[O:43])[NH:33][CH2:34][C:35]3[CH:40]=[CH:39][C:38]([F:41])=[C:37]([F:42])[CH:36]=3)[CH:21]=1)=[O:19])[CH2:12][CH2:11]2)=[O:7])([CH3:2])([CH3:3])[CH3:4]. The yield is 0.660. (3) The yield is 0.830. The product is [CH2:14]([O:1][C:2]1[CH:10]=[C:9]([O:11][CH2:4][C:3]2[CH:7]=[CH:8][CH:9]=[CH:10][CH:2]=2)[CH:8]=[CH:7][C:3]=1[C:4]([OH:6])=[O:5])[C:15]1[CH:20]=[CH:19][CH:18]=[CH:17][CH:16]=1. The catalyst is CN(C)C=O. The reactants are [OH:1][C:2]1[CH:10]=[C:9]([OH:11])[CH:8]=[CH:7][C:3]=1[C:4]([OH:6])=[O:5].[H-].[Na+].[CH2:14](Br)[C:15]1[CH:20]=[CH:19][CH:18]=[CH:17][CH:16]=1.